This data is from Full USPTO retrosynthesis dataset with 1.9M reactions from patents (1976-2016). The task is: Predict the reactants needed to synthesize the given product. (1) The reactants are: [CH2:1]([N:8]1[CH:12]=[C:11]([C:13]2[C:14]([C:43]([O:45]C(C)(C)C)=[O:44])=[N:15][C:16]([N:19]3[CH2:28][CH2:27][C:26]4[C:21](=[C:22]([C:29](=[O:42])[NH:30][C:31]5[S:32][C:33]6[CH:39]=[C:38]([F:40])[C:37]([F:41])=[CH:36][C:34]=6[N:35]=5)[CH:23]=[CH:24][CH:25]=4)[CH2:20]3)=[CH:17][CH:18]=2)[CH:10]=[N:9]1)[C:2]1[CH:7]=[CH:6][CH:5]=[CH:4][CH:3]=1.C(O)(C(F)(F)F)=O. Given the product [CH2:1]([N:8]1[CH:12]=[C:11]([C:13]2[C:14]([C:43]([OH:45])=[O:44])=[N:15][C:16]([N:19]3[CH2:28][CH2:27][C:26]4[C:21](=[C:22]([C:29](=[O:42])[NH:30][C:31]5[S:32][C:33]6[CH:39]=[C:38]([F:40])[C:37]([F:41])=[CH:36][C:34]=6[N:35]=5)[CH:23]=[CH:24][CH:25]=4)[CH2:20]3)=[CH:17][CH:18]=2)[CH:10]=[N:9]1)[C:2]1[CH:7]=[CH:6][CH:5]=[CH:4][CH:3]=1, predict the reactants needed to synthesize it. (2) Given the product [Cl:1][C:2]1[CH:3]=[C:4]2[C:9](=[CH:10][C:11]=1[C:12]([N:63]1[CH2:68][CH2:67][S:66](=[O:69])[CH2:65][CH2:64]1)=[O:13])[N:8]=[CH:7][N:6]=[C:5]2[NH:15][CH:16]([C:18]1[NH:22][C:21]2[CH:23]=[CH:24][C:25]([Cl:27])=[CH:26][C:20]=2[N:19]=1)[CH3:17], predict the reactants needed to synthesize it. The reactants are: [Cl:1][C:2]1[CH:3]=[C:4]2[C:9](=[CH:10][C:11]=1[C:12](O)=[O:13])[N:8]=[CH:7][N:6]=[C:5]2[NH:15][CH:16]([C:18]1[NH:22][C:21]2[CH:23]=[CH:24][C:25]([Cl:27])=[CH:26][C:20]=2[N:19]=1)[CH3:17].FC1C(OC(N(C)C)=[N+](C)C)=C(F)C(F)=C(F)C=1F.F[P-](F)(F)(F)(F)F.C(N(C(C)C)CC)(C)C.[NH:63]1[CH2:68][CH2:67][S:66](=[O:69])[CH2:65][CH2:64]1.